From a dataset of Forward reaction prediction with 1.9M reactions from USPTO patents (1976-2016). Predict the product of the given reaction. (1) The product is: [CH3:1][O:2][C:3](=[O:30])[CH2:4][CH2:5][NH:6][C:7](=[O:29])[C:8]1[CH:13]=[CH:12][C:11]([CH:14]([O:20][C:21]2[CH:22]=[N:23][C:24]([C:39]3[CH:38]=[CH:37][C:36]([O:35][C:34]([F:33])([F:45])[F:46])=[CH:41][CH:40]=3)=[C:25]([CH3:27])[CH:26]=2)[CH2:15][C:16]([CH3:19])([CH3:18])[CH3:17])=[CH:10][CH:9]=1. Given the reactants [CH3:1][O:2][C:3](=[O:30])[CH2:4][CH2:5][NH:6][C:7](=[O:29])[C:8]1[CH:13]=[CH:12][C:11]([CH:14]([O:20][C:21]2[CH:22]=[N:23][C:24](Cl)=[C:25]([CH3:27])[CH:26]=2)[CH2:15][C:16]([CH3:19])([CH3:18])[CH3:17])=[CH:10][CH:9]=1.[F-].[K+].[F:33][C:34]([F:46])([F:45])[O:35][C:36]1[CH:41]=[CH:40][C:39](B(O)O)=[CH:38][CH:37]=1, predict the reaction product. (2) Given the reactants CC(C)([O-])C.[K+].[F:7][C:8]1([CH2:12][OH:13])[CH2:11][O:10][CH2:9]1.F[C:15]1[CH:22]=[CH:21][C:20]([C:23]2[N:28]=[C:27]([NH:29][C:30]3[CH:35]=[CH:34][C:33]([N:36]4[CH2:41][CH2:40][N:39]([CH:42]5[CH2:45][O:44][CH2:43]5)[CH2:38][CH2:37]4)=[CH:32][CH:31]=3)[N:26]=[CH:25][N:24]=2)=[CH:19][C:16]=1[C:17]#[N:18], predict the reaction product. The product is: [F:7][C:8]1([CH2:12][O:13][C:15]2[CH:22]=[CH:21][C:20]([C:23]3[N:28]=[C:27]([NH:29][C:30]4[CH:31]=[CH:32][C:33]([N:36]5[CH2:41][CH2:40][N:39]([CH:42]6[CH2:45][O:44][CH2:43]6)[CH2:38][CH2:37]5)=[CH:34][CH:35]=4)[N:26]=[CH:25][N:24]=3)=[CH:19][C:16]=2[C:17]#[N:18])[CH2:11][O:10][CH2:9]1. (3) Given the reactants [CH3:1][C:2]([C:4]1[CH:5]=[CH:6][C:7]([OH:10])=[CH:8][CH:9]=1)=[O:3].Cl[C:12]1[CH:17]=[CH:16][C:15]([N+:18]([O-:20])=[O:19])=[CH:14][N:13]=1, predict the reaction product. The product is: [C:2]([C:4]1[CH:9]=[CH:8][C:7]([O:10][C:16]2[C:15]([N+:18]([O-:20])=[O:19])=[CH:14][N:13]=[CH:12][CH:17]=2)=[CH:6][CH:5]=1)(=[O:3])[CH3:1]. (4) Given the reactants [NH2:1][CH:2]([CH2:5][O:6][C:7]1[CH:12]=[C:11]([Cl:13])[C:10]([C:14]2[S:15][C:16]([C:19]3[N:20]=[C:21]4[CH:26]=[CH:25][C:24](Cl)=[CH:23][N:22]4[CH:28]=3)=[N:17][N:18]=2)=[CH:9][C:8]=1F)[CH2:3][OH:4].NC(COC1C=C([Cl:42])C(C2SC(C3N=C4C=CC(I)=CN4C=3)=NN=2)=CC=1F)CO.N[C@@H](COC1C=C(Cl)C(C2SC(C3N=C4C=CC([C:85]([F:88])([F:87])[F:86])=CN4C=3)=NN=2)=CC=1F)CO.NC(COC1C=C(Cl)C(C2SC(C3N=C4C=CC(OC)=CN4C=3)=NN=2)=CC=1F)CO.N[C@H](COC1C=C(Cl)C(C2SC(C3N=C4C=CC(C(F)(F)F)=CN4C=3)=NN=2)=CC=1F)CO.N[C@H](COC1C=C(Cl)C(C2SC(C3N=C4C=CC(OC)=CN4C=3)=NN=2)=CC=1F)CO.P(O)(O)(OCC(N)COC1C=C(Cl)C(C2SC(C3N=C4C(Cl)=CC(C(F)(F)F)=CN4C=3)=NN=2)=CC=1F)=O, predict the reaction product. The product is: [NH2:1][CH:2]([CH2:5][O:6][C:7]1[CH:12]=[C:11]([Cl:13])[C:10]([C:14]2[S:15][C:16]([C:19]3[N:20]=[C:21]4[CH:26]=[CH:25][C:24]([C:85]([F:88])([F:87])[F:86])=[CH:23][N:22]4[CH:28]=3)=[N:17][N:18]=2)=[CH:9][C:8]=1[Cl:42])[CH2:3][OH:4]. (5) Given the reactants Br[C:2]1[C:7]([CH3:8])=[CH:6][C:5]([Br:9])=[CH:4][N:3]=1.C(Cl)(=O)C.[Na+].[I-:15], predict the reaction product. The product is: [Br:9][C:5]1[CH:6]=[C:7]([CH3:8])[C:2]([I:15])=[N:3][CH:4]=1. (6) Given the reactants Cl.[NH2:2][CH2:3][C@@H:4]1[O:8][C:7](=[O:9])[N:6]([C:10]2[CH:23]=[CH:22][C:13]3[C:14]4[NH:15][N:16]=[CH:17][C:18]=4[CH2:19][CH2:20][CH2:21][C:12]=3[CH:11]=2)[CH2:5]1.[C:24]([OH:28])(C)(C)[CH3:25].[CH:29]1([CH2:34][C:35]([OH:37])=O)[CH2:33][CH2:32][CH2:31][CH2:30]1.CCN=C=N[CH2:43][CH2:44][CH2:45]N(C)C.[CH2:49](N(CC)CC)[CH3:50], predict the reaction product. The product is: [CH:29]1([CH2:34][C:35]([NH:2][CH2:3][C@@H:4]2[O:8][C:7](=[O:9])[N:6]([C:10]3[CH:23]=[CH:22][C:13]4[C:14]5[N:15]([C:24](=[O:28])[CH2:25][CH:43]6[CH2:44][CH2:45][CH2:50][CH2:49]6)[N:16]=[CH:17][C:18]=5[CH2:19][CH2:20][CH2:21][C:12]=4[CH:11]=3)[CH2:5]2)=[O:37])[CH2:30][CH2:31][CH2:32][CH2:33]1. (7) Given the reactants [CH2:1]([O:8][CH2:9][C:10]1[N:15]=[CH:14][N:13]=[C:12]([O:16][C:17]2[CH:18]=[C:19]3[C:23](=[CH:24][CH:25]=2)[NH:22][CH:21]=[CH:20]3)[CH:11]=1)[C:2]1[CH:7]=[CH:6][CH:5]=[CH:4][CH:3]=1.[CH3:26][N:27]1[C:31]([C:32]([F:35])([F:34])[F:33])=[CH:30][C:29]([NH:36][C:37](=O)[O:38]C2C=CC=CC=2)=[N:28]1.[H-].[Na+], predict the reaction product. The product is: [CH2:1]([O:8][CH2:9][C:10]1[N:15]=[CH:14][N:13]=[C:12]([O:16][C:17]2[CH:18]=[C:19]3[C:23](=[CH:24][CH:25]=2)[N:22]([C:37]([NH:36][C:29]2[CH:30]=[C:31]([C:32]([F:35])([F:33])[F:34])[N:27]([CH3:26])[N:28]=2)=[O:38])[CH:21]=[CH:20]3)[CH:11]=1)[C:2]1[CH:3]=[CH:4][CH:5]=[CH:6][CH:7]=1.